Dataset: Reaction yield outcomes from USPTO patents with 853,638 reactions. Task: Predict the reaction yield, written as a fraction of the theoretical maximum amount of product (1.0 means a 100% yield; for example, 0.34 means a 34% yield). (1) The reactants are [Br:1][C:2]1[CH:7]=[CH:6][C:5]([CH2:8]Br)=[C:4]([F:10])[CH:3]=1.[Cl-].[NH4+].[CH3:13][N:14](C=O)C. The catalyst is [C-]#N.C([N+](CC)(CC)CC)C. The product is [Br:1][C:2]1[CH:7]=[CH:6][C:5]([CH2:8][C:13]#[N:14])=[C:4]([F:10])[CH:3]=1. The yield is 0.530. (2) The reactants are [CH3:1][C:2]1[C:10]([C:11]2[CH:12]=[CH:13][C:14]([NH2:17])=[N:15][CH:16]=2)=[CH:9][C:8]2[CH2:7][CH2:6][O:5][C:4]=2[CH:3]=1.[F:18][C:19]1[CH:27]=[CH:26][CH:25]=[CH:24][C:20]=1[C:21](Cl)=[O:22]. No catalyst specified. The product is [F:18][C:19]1[CH:27]=[CH:26][CH:25]=[CH:24][C:20]=1[C:21]([NH:17][C:14]1[CH:13]=[CH:12][C:11]([C:10]2[C:2]([CH3:1])=[CH:3][C:4]3[O:5][CH2:6][CH2:7][C:8]=3[CH:9]=2)=[CH:16][N:15]=1)=[O:22]. The yield is 0.742. (3) The catalyst is CS(C)=O. The yield is 0.640. The reactants are [CH3:1][C:2]([CH3:29])=[CH:3][CH2:4][C:5]1[C:6]([OH:28])=[CH:7][C:8]2[O:27][C:15]3[CH:16]=[C:17]([OH:26])[C:18]([OH:25])=[C:19]([CH2:20][CH:21]=[C:22]([CH3:24])[CH3:23])[C:14]=3[C:12](=[O:13])[C:9]=2[C:10]=1[OH:11].[C-:30]#N.[Na+]. The product is [CH3:1][C:2]([CH3:29])=[CH:3][CH2:4][C:5]1[C:10]([OH:11])=[C:9]2[C:12]([C:14]3[C:15]([O:27][C:8]2=[CH:7][C:6]=1[OH:28])=[CH:16][C:17]([OH:26])=[C:18]([O:25][CH3:30])[C:19]=3[CH2:20][CH:21]=[C:22]([CH3:23])[CH3:24])=[O:13].